Task: Predict the product of the given reaction.. Dataset: Forward reaction prediction with 1.9M reactions from USPTO patents (1976-2016) (1) The product is: [CH2:17]([O:16][C:14]([C:11]1([C:3]2[CH2:2][N:32]([C@H:30]([C:24]3[CH:29]=[CH:28][CH:27]=[CH:26][CH:25]=3)[CH3:31])[C:5](=[O:7])[C:4]=2[F:10])[CH2:12][CH2:13]1)=[O:15])[CH3:18]. Given the reactants Br[CH2:2]/[C:3](/[C:11]1([C:14]([O:16][CH2:17][CH3:18])=[O:15])[CH2:13][CH2:12]1)=[C:4](/[F:10])\[C:5]([O:7]CC)=O.C(=O)([O-])O.[Na+].[C:24]1([C@@H:30]([NH2:32])[CH3:31])[CH:29]=[CH:28][CH:27]=[CH:26][CH:25]=1, predict the reaction product. (2) The product is: [Cl:1][C:2]1[CH:7]=[CH:6][C:5]([NH:8][C:9]2[N:20]=[CH:19][CH:18]=[CH:17][C:10]=2[C:11]([NH:13][CH2:14][C:15]2[N:23]=[N:22][N:21]([CH2:24][C:25]3[CH:30]=[CH:29][CH:28]=[C:27]([O:31][C:32]4[CH:37]=[CH:36][CH:35]=[CH:34][CH:33]=4)[CH:26]=3)[CH:16]=2)=[O:12])=[CH:4][CH:3]=1. Given the reactants [Cl:1][C:2]1[CH:7]=[CH:6][C:5]([NH:8][C:9]2[N:20]=[CH:19][CH:18]=[CH:17][C:10]=2[C:11]([NH:13][CH2:14][C:15]#[CH:16])=[O:12])=[CH:4][CH:3]=1.[N:21]([CH2:24][C:25]1[CH:30]=[CH:29][CH:28]=[C:27]([O:31][C:32]2[CH:37]=[CH:36][CH:35]=[CH:34][CH:33]=2)[CH:26]=1)=[N+:22]=[N-:23].O.O=C1O[C@H]([C@H](CO)O)C([O-])=C1O.[Na+], predict the reaction product. (3) Given the reactants [Cl:1][C:2]1[CH:3]=[C:4]([CH:6]=[CH:7][C:8]=1[F:9])[NH2:5].C[Si]([N-][Si](C)(C)C)(C)C.[Na+].[C:20](O[C:20]([O:22][C:23]([CH3:26])([CH3:25])[CH3:24])=[O:21])([O:22][C:23]([CH3:26])([CH3:25])[CH3:24])=[O:21], predict the reaction product. The product is: [C:23]([O:22][C:20]([NH:5][C:4]1[CH:6]=[CH:7][C:8]([F:9])=[C:2]([Cl:1])[CH:3]=1)=[O:21])([CH3:26])([CH3:25])[CH3:24]. (4) Given the reactants [NH2:1][C:2]1[C:11]2[CH:10]=[CH:9][C:8]([F:12])=[C:7](Br)[C:6]=2[N:5]=[C:4]2[CH2:14][N:15]([CH:18]3[CH2:21][CH2:20][CH2:19]3)[C:16](=[O:17])[C:3]=12.[CH3:22][O:23][C:24]1[CH:25]=[N:26][CH:27]=[CH:28][C:29]=1B(O)O, predict the reaction product. The product is: [NH2:1][C:2]1[C:11]2[CH:10]=[CH:9][C:8]([F:12])=[C:7]([C:29]3[CH:28]=[CH:27][N:26]=[CH:25][C:24]=3[O:23][CH3:22])[C:6]=2[N:5]=[C:4]2[CH2:14][N:15]([CH:18]3[CH2:21][CH2:20][CH2:19]3)[C:16](=[O:17])[C:3]=12. (5) Given the reactants [F:1][C:2]1[CH:7]=[CH:6][C:5]([C:8]2[CH:12]=[C:11]([CH2:13][NH:14][C:15]3[C:20]([CH3:21])=[C:19]([CH3:22])[N:18]=[C:17]([N:23]([CH2:33][C:34]4[CH:39]=[CH:38][C:37]([O:40][CH3:41])=[CH:36][CH:35]=4)[CH2:24][C:25]4[CH:30]=[CH:29][C:28]([O:31][CH3:32])=[CH:27][CH:26]=4)[C:16]=3[NH2:42])[O:10][N:9]=2)=[CH:4][CH:3]=1.[CH:43](OCC)(OCC)OCC.Cl.Cl.N1C=CC=CC=1, predict the reaction product. The product is: [F:1][C:2]1[CH:7]=[CH:6][C:5]([C:8]2[CH:12]=[C:11]([CH2:13][N:14]3[C:15]4[C:20]([CH3:21])=[C:19]([CH3:22])[N:18]=[C:17]([N:23]([CH2:24][C:25]5[CH:30]=[CH:29][C:28]([O:31][CH3:32])=[CH:27][CH:26]=5)[CH2:33][C:34]5[CH:35]=[CH:36][C:37]([O:40][CH3:41])=[CH:38][CH:39]=5)[C:16]=4[N:42]=[CH:43]3)[O:10][N:9]=2)=[CH:4][CH:3]=1. (6) Given the reactants Cl[C:2]1[N:7]=[C:6]2[NH:8][N:9]=[C:10]([C:11]3[CH:16]=[CH:15][N:14]=[C:13]([S:17][CH3:18])[N:12]=3)[C:5]2=[CH:4][N:3]=1.[O:19]1[CH2:24][CH2:23][N:22]([CH2:25][CH2:26][NH2:27])[CH2:21][CH2:20]1.C(N(CC)CC)C, predict the reaction product. The product is: [CH3:18][S:17][C:13]1[N:12]=[C:11]([C:10]2[C:5]3[C:6](=[N:7][C:2]([NH:27][CH2:26][CH2:25][N:22]4[CH2:23][CH2:24][O:19][CH2:20][CH2:21]4)=[N:3][CH:4]=3)[NH:8][N:9]=2)[CH:16]=[CH:15][N:14]=1. (7) Given the reactants C([O:5][C:6](=[O:34])[CH2:7][N:8]([S:16]([C:19]1[CH:28]=[C:27]2[C:22]([C:23]([Cl:33])=[CH:24][N:25]=[C:26]2[NH:29][C:30]([NH2:32])=[NH:31])=[CH:21][CH:20]=1)(=[O:18])=[O:17])[CH2:9][C:10]1[CH:15]=[CH:14][CH:13]=[CH:12][CH:11]=1)(C)(C)C.C(Cl)Cl.[C:38]([C:42]([OH:44])=[O:43])([F:41])([F:40])[F:39], predict the reaction product. The product is: [F:39][C:38]([F:41])([F:40])[C:42]([OH:44])=[O:43].[Cl:33][C:23]1[C:22]2[C:27](=[CH:28][C:19]([S:16]([N:8]([CH2:9][C:10]3[CH:15]=[CH:14][CH:13]=[CH:12][CH:11]=3)[CH2:7][C:6]([OH:34])=[O:5])(=[O:17])=[O:18])=[CH:20][CH:21]=2)[C:26]([NH:29][C:30]([NH2:32])=[NH:31])=[N:25][CH:24]=1. (8) Given the reactants C[O:2][C:3]([C:5]1[C:14]2[CH:13]=[C:12]3[O:15][CH2:16][O:17][C:11]3=[CH:10][C:9]=2[N:8]=[C:7]([C:18]2[CH:23]=[CH:22][CH:21]=[CH:20][CH:19]=2)[C:6]=1[CH2:24][N:25]1[CH2:30][CH2:29][CH:28]([N:31]2[CH2:36][CH2:35][CH2:34][CH2:33][CH2:32]2)[CH2:27][CH2:26]1)=[O:4].[ClH:37], predict the reaction product. The product is: [ClH:37].[N:31]1([CH:28]2[CH2:27][CH2:26][N:25]([CH2:24][C:6]3[C:7]([C:18]4[CH:23]=[CH:22][CH:21]=[CH:20][CH:19]=4)=[N:8][C:9]4[CH:10]=[C:11]5[O:17][CH2:16][O:15][C:12]5=[CH:13][C:14]=4[C:5]=3[C:3]([OH:4])=[O:2])[CH2:30][CH2:29]2)[CH2:36][CH2:35][CH2:34][CH2:33][CH2:32]1.